Regression/Classification. Given a drug SMILES string, predict its absorption, distribution, metabolism, or excretion properties. Task type varies by dataset: regression for continuous measurements (e.g., permeability, clearance, half-life) or binary classification for categorical outcomes (e.g., BBB penetration, CYP inhibition). For this dataset (lipophilicity_astrazeneca), we predict Y. From a dataset of Experimental lipophilicity measurements (octanol/water distribution) for 4,200 compounds from AstraZeneca. The drug is CCOc1cccc(Nc2nnc(C(=O)Nc3ccc(N4CCOCC4)nc3)o2)c1. The Y is 3.60 logD.